From a dataset of NCI-60 drug combinations with 297,098 pairs across 59 cell lines. Regression. Given two drug SMILES strings and cell line genomic features, predict the synergy score measuring deviation from expected non-interaction effect. (1) Drug 1: COC1=C(C=C2C(=C1)N=CN=C2NC3=CC(=C(C=C3)F)Cl)OCCCN4CCOCC4. Drug 2: COC1=CC(=CC(=C1O)OC)C2C3C(COC3=O)C(C4=CC5=C(C=C24)OCO5)OC6C(C(C7C(O6)COC(O7)C8=CC=CS8)O)O. Cell line: SF-295. Synergy scores: CSS=54.4, Synergy_ZIP=1.22, Synergy_Bliss=3.85, Synergy_Loewe=-1.67, Synergy_HSA=6.26. (2) Drug 1: C1=CC(=C2C(=C1NCCNCCO)C(=O)C3=C(C=CC(=C3C2=O)O)O)NCCNCCO. Drug 2: C1=NC2=C(N=C(N=C2N1C3C(C(C(O3)CO)O)F)Cl)N. Cell line: EKVX. Synergy scores: CSS=30.8, Synergy_ZIP=2.38, Synergy_Bliss=1.27, Synergy_Loewe=-2.90, Synergy_HSA=1.75. (3) Drug 1: C1CN(CCN1C(=O)CCBr)C(=O)CCBr. Drug 2: C(CN)CNCCSP(=O)(O)O. Cell line: RPMI-8226. Synergy scores: CSS=42.9, Synergy_ZIP=-5.01, Synergy_Bliss=-4.25, Synergy_Loewe=-12.9, Synergy_HSA=-6.47. (4) Drug 1: C1CCN(CC1)CCOC2=CC=C(C=C2)C(=O)C3=C(SC4=C3C=CC(=C4)O)C5=CC=C(C=C5)O. Drug 2: COC1=NC(=NC2=C1N=CN2C3C(C(C(O3)CO)O)O)N. Cell line: SN12C. Synergy scores: CSS=1.25, Synergy_ZIP=-1.18, Synergy_Bliss=-2.21, Synergy_Loewe=-64.7, Synergy_HSA=-1.09. (5) Drug 1: CNC(=O)C1=NC=CC(=C1)OC2=CC=C(C=C2)NC(=O)NC3=CC(=C(C=C3)Cl)C(F)(F)F. Drug 2: N.N.Cl[Pt+2]Cl. Cell line: KM12. Synergy scores: CSS=33.0, Synergy_ZIP=-10.3, Synergy_Bliss=-4.79, Synergy_Loewe=-4.56, Synergy_HSA=-1.28. (6) Drug 1: C1=NC(=NC(=O)N1C2C(C(C(O2)CO)O)O)N. Drug 2: C1=CC=C(C=C1)NC(=O)CCCCCCC(=O)NO. Cell line: T-47D. Synergy scores: CSS=13.7, Synergy_ZIP=-8.15, Synergy_Bliss=-5.52, Synergy_Loewe=-11.1, Synergy_HSA=-0.335. (7) Drug 1: CN(C)N=NC1=C(NC=N1)C(=O)N. Drug 2: CN(C)C1=NC(=NC(=N1)N(C)C)N(C)C. Cell line: OVCAR-5. Synergy scores: CSS=9.80, Synergy_ZIP=3.65, Synergy_Bliss=9.74, Synergy_Loewe=4.68, Synergy_HSA=5.55. (8) Drug 1: CS(=O)(=O)C1=CC(=C(C=C1)C(=O)NC2=CC(=C(C=C2)Cl)C3=CC=CC=N3)Cl. Drug 2: CC(C)(C#N)C1=CC(=CC(=C1)CN2C=NC=N2)C(C)(C)C#N. Cell line: NCI/ADR-RES. Synergy scores: CSS=10.9, Synergy_ZIP=-2.20, Synergy_Bliss=0.822, Synergy_Loewe=2.25, Synergy_HSA=1.50.